This data is from Reaction yield outcomes from USPTO patents with 853,638 reactions. The task is: Predict the reaction yield, written as a fraction of the theoretical maximum amount of product (1.0 means a 100% yield; for example, 0.34 means a 34% yield). The reactants are [NH2:1][C:2]1[N:7]=[CH:6][N:5]=[C:4]2[N:8]([CH:12]([C:14]3[O:15][C:16]4[C:21]([C:22](=[O:31])[C:23]=3[C:24]3[CH:29]=[CH:28][CH:27]=[C:26]([F:30])[CH:25]=3)=[CH:20][CH:19]=[CH:18][CH:17]=4)[CH3:13])[N:9]=[C:10](I)[C:3]=12.[C:32]([NH:35][C:36]1[CH:41]=[CH:40][C:39](B(O)O)=[CH:38][CH:37]=1)(=[O:34])[CH3:33].C(=O)([O-])[O-].[Na+].[Na+].ClCCl. The catalyst is CN(C=O)C.C(O)C.O. The product is [NH2:1][C:2]1[N:7]=[CH:6][N:5]=[C:4]2[N:8]([CH:12]([C:14]3[O:15][C:16]4[C:21]([C:22](=[O:31])[C:23]=3[C:24]3[CH:29]=[CH:28][CH:27]=[C:26]([F:30])[CH:25]=3)=[CH:20][CH:19]=[CH:18][CH:17]=4)[CH3:13])[N:9]=[C:10]([C:39]3[CH:40]=[CH:41][C:36]([NH:35][C:32](=[O:34])[CH3:33])=[CH:37][CH:38]=3)[C:3]=12. The yield is 0.240.